Dataset: Reaction yield outcomes from USPTO patents with 853,638 reactions. Task: Predict the reaction yield, written as a fraction of the theoretical maximum amount of product (1.0 means a 100% yield; for example, 0.34 means a 34% yield). (1) The reactants are [NH:1]1[C:5](=[O:6])[CH2:4][CH2:3][C@H:2]1[C:7]([OH:9])=[O:8].O.[C:11]1(C)[CH:16]=CC(S(O)(=O)=O)=C[CH:12]=1. The catalyst is C(O)(C)C.CCOCC. The product is [NH:1]1[C:5](=[O:6])[CH2:4][CH2:3][C@H:2]1[C:7]([O:9][CH:11]([CH3:16])[CH3:12])=[O:8]. The yield is 0.960. (2) The catalyst is CN(C)C=O.C(OCC)(=O)C. The product is [Cl:1][C:2]1[CH:25]=[CH:24][CH:23]=[C:22]([F:26])[C:3]=1[O:4][C:5]1[CH2:9][N:8]([C@@H:10]([CH2:14][CH:15]2[CH2:20][CH2:19][CH2:18][CH2:17][CH2:16]2)[C:11]([NH:33][C:30]2[CH:31]=[CH:32][N:28]([CH3:27])[N:29]=2)=[O:12])[C:7](=[O:21])[CH:6]=1. The yield is 0.450. The reactants are [Cl:1][C:2]1[CH:25]=[CH:24][CH:23]=[C:22]([F:26])[C:3]=1[O:4][C:5]1[CH2:9][N:8]([C@@H:10]([CH2:14][CH:15]2[CH2:20][CH2:19][CH2:18][CH2:17][CH2:16]2)[C:11](O)=[O:12])[C:7](=[O:21])[CH:6]=1.[CH3:27][N:28]1[CH:32]=[CH:31][C:30]([NH2:33])=[N:29]1.F[P-](F)(F)(F)(F)F.N1(O[P+](N(C)C)(N(C)C)N(C)C)C2C=CC=CC=2N=N1.C(N(CC)C(C)C)(C)C. (3) The reactants are [C:12]([O:11][C:9](O[C:9]([O:11][C:12]([CH3:15])([CH3:14])[CH3:13])=[O:10])=[O:10])([CH3:15])([CH3:14])[CH3:13].[F:16][C:17]1[CH:18]=[C:19]([N:23]2[C:31]3[C:26](=[CH:27][CH:28]=[CH:29][CH:30]=3)[CH:25]=[C:24]2[CH:32]([NH2:34])[CH3:33])[CH:20]=[CH:21][CH:22]=1.C(N(CC)CC)C. The catalyst is O1CCCC1. The product is [F:16][C:17]1[CH:18]=[C:19]([N:23]2[C:31]3[C:26](=[CH:27][CH:28]=[CH:29][CH:30]=3)[CH:25]=[C:24]2[CH:32]([NH:34][C:9](=[O:10])[O:11][C:12]([CH3:13])([CH3:14])[CH3:15])[CH3:33])[CH:20]=[CH:21][CH:22]=1. The yield is 0.750. (4) The reactants are [CH3:1][C:2]1[N:7]=[C:6]2[S:8][C:9]3[CH2:14][CH2:13][CH2:12][CH2:11][C:10]=3[C:5]2=[C:4]([C:15]2[CH:20]=[CH:19][C:18]([CH3:21])=[CH:17][CH:16]=2)[C:3]=1[CH2:22]O.C1(P(C2C=CC=CC=2)C2C=CC=CC=2)C=CC=CC=1.C(Br)(Br)(Br)[Br:44]. The catalyst is ClCCl. The product is [CH3:1][C:2]1[N:7]=[C:6]2[S:8][C:9]3[CH2:14][CH2:13][CH2:12][CH2:11][C:10]=3[C:5]2=[C:4]([C:15]2[CH:20]=[CH:19][C:18]([CH3:21])=[CH:17][CH:16]=2)[C:3]=1[CH2:22][Br:44]. The yield is 0.800.